Dataset: NCI-60 drug combinations with 297,098 pairs across 59 cell lines. Task: Regression. Given two drug SMILES strings and cell line genomic features, predict the synergy score measuring deviation from expected non-interaction effect. (1) Drug 1: CC12CCC(CC1=CCC3C2CCC4(C3CC=C4C5=CN=CC=C5)C)O. Drug 2: C1=NC2=C(N1)C(=S)N=CN2. Cell line: SK-MEL-2. Synergy scores: CSS=-6.10, Synergy_ZIP=2.96, Synergy_Bliss=-0.666, Synergy_Loewe=-7.03, Synergy_HSA=-5.16. (2) Drug 1: C1=CC(=CC=C1CC(C(=O)O)N)N(CCCl)CCCl.Cl. Drug 2: B(C(CC(C)C)NC(=O)C(CC1=CC=CC=C1)NC(=O)C2=NC=CN=C2)(O)O. Cell line: SNB-19. Synergy scores: CSS=11.6, Synergy_ZIP=-2.57, Synergy_Bliss=2.99, Synergy_Loewe=0.0383, Synergy_HSA=-0.297. (3) Cell line: M14. Drug 1: CC(CN1CC(=O)NC(=O)C1)N2CC(=O)NC(=O)C2. Synergy scores: CSS=5.34, Synergy_ZIP=-3.01, Synergy_Bliss=-3.51, Synergy_Loewe=-4.83, Synergy_HSA=-4.53. Drug 2: C1=CN(C=N1)CC(O)(P(=O)(O)O)P(=O)(O)O. (4) Drug 1: C1=NC2=C(N=C(N=C2N1C3C(C(C(O3)CO)O)O)F)N. Drug 2: C1CN(P(=O)(OC1)NCCCl)CCCl. Cell line: SW-620. Synergy scores: CSS=-3.35, Synergy_ZIP=0.798, Synergy_Bliss=-1.99, Synergy_Loewe=-2.08, Synergy_HSA=-3.22. (5) Drug 1: CC1=CC2C(CCC3(C2CCC3(C(=O)C)OC(=O)C)C)C4(C1=CC(=O)CC4)C. Drug 2: CCCS(=O)(=O)NC1=C(C(=C(C=C1)F)C(=O)C2=CNC3=C2C=C(C=N3)C4=CC=C(C=C4)Cl)F. Cell line: MALME-3M. Synergy scores: CSS=51.9, Synergy_ZIP=7.26, Synergy_Bliss=2.91, Synergy_Loewe=-32.8, Synergy_HSA=0.514. (6) Drug 1: CN1CCC(CC1)COC2=C(C=C3C(=C2)N=CN=C3NC4=C(C=C(C=C4)Br)F)OC. Drug 2: CCCCCOC(=O)NC1=NC(=O)N(C=C1F)C2C(C(C(O2)C)O)O. Cell line: NCI-H460. Synergy scores: CSS=-1.35, Synergy_ZIP=-1.73, Synergy_Bliss=-2.64, Synergy_Loewe=-1.18, Synergy_HSA=-1.07.